This data is from Orexin1 receptor HTS with 218,158 compounds and 233 confirmed actives. The task is: Binary Classification. Given a drug SMILES string, predict its activity (active/inactive) in a high-throughput screening assay against a specified biological target. The compound is S(=O)(=O)(Nc1cc(ccc1)C)c1cc(OC)c(NC(=O)CC)cc1. The result is 0 (inactive).